Dataset: Full USPTO retrosynthesis dataset with 1.9M reactions from patents (1976-2016). Task: Predict the reactants needed to synthesize the given product. (1) Given the product [Cl:1][C:2]1[CH:7]=[CH:6][N:5]=[C:4]([CH2:8][NH:9][C:10]2[O:11][C:12]3[C:18]([O:19][CH3:20])=[CH:17][C:16]([C:21]([N:23]4[CH2:30][C@H:29]([O:31][CH:32]5[CH2:34][CH2:33]5)[CH2:28][C@H:24]4[C:25]([N:39]4[CH2:40][C:37]([F:41])([F:36])[CH2:38]4)=[O:26])=[O:22])=[CH:15][C:13]=3[N:14]=2)[CH:3]=1, predict the reactants needed to synthesize it. The reactants are: [Cl:1][C:2]1[CH:7]=[CH:6][N:5]=[C:4]([CH2:8][NH:9][C:10]2[O:11][C:12]3[C:18]([O:19][CH3:20])=[CH:17][C:16]([C:21]([N:23]4[CH2:30][C@H:29]([O:31][CH:32]5[CH2:34][CH2:33]5)[CH2:28][C@H:24]4[C:25](O)=[O:26])=[O:22])=[CH:15][C:13]=3[N:14]=2)[CH:3]=1.Cl.[F:36][C:37]1([F:41])[CH2:40][NH:39][CH2:38]1.C(N(CC)C(C)C)(C)C.CN(C(ON1N=NC2C=CC=NC1=2)=[N+](C)C)C.F[P-](F)(F)(F)(F)F. (2) Given the product [OH:44][CH2:43][C@@H:38]1[CH2:39][CH2:40][CH2:41][CH2:42][C@H:37]1[NH:36][C:16]([C@@H:9]1[CH2:10][C:11](=[N:13][O:14][CH3:15])[CH2:12][N:8]1[C:6]([C:30]1[CH:29]=[CH:28][C:27]([C:22]2[CH:23]=[CH:24][CH:25]=[CH:26][C:21]=2[O:20][CH3:19])=[CH:32][CH:31]=1)=[O:7])=[O:18], predict the reactants needed to synthesize it. The reactants are: C(O[C:6]([N:8]1[CH2:12][C:11](=[N:13][O:14][CH3:15])[CH2:10][C@H:9]1[C:16]([OH:18])=O)=[O:7])(C)(C)C.[CH3:19][O:20][C:21]1[CH:26]=[CH:25][CH:24]=[CH:23][C:22]=1[C:27]1[CH:32]=[CH:31][C:30](C(O)=O)=[CH:29][CH:28]=1.[NH2:36][C@@H:37]1[CH2:42][CH2:41][CH2:40][CH2:39][C@H:38]1[CH2:43][OH:44]. (3) Given the product [F:20][C:21]1[C:26]([C:15]2[CH:16]=[CH:17][C:12]([O:11][CH2:10][C:6]3[CH:5]=[C:4]([CH:9]=[CH:8][CH:7]=3)[C:3]([OH:2])=[O:19])=[CH:13][CH:14]=2)=[CH:25][CH:24]=[CH:23][N:22]=1, predict the reactants needed to synthesize it. The reactants are: C[O:2][C:3](=[O:19])[C:4]1[CH:9]=[CH:8][CH:7]=[C:6]([CH2:10][O:11][C:12]2[CH:17]=[CH:16][C:15](I)=[CH:14][CH:13]=2)[CH:5]=1.[F:20][C:21]1[C:26](B(O)O)=[CH:25][CH:24]=[CH:23][N:22]=1. (4) Given the product [CH3:19][C:17]1([CH3:18])[CH2:16][C:15]2[C:10](=[CH:11][CH:12]=[C:13]([C:20]([O:22][CH3:23])=[O:21])[CH:14]=2)[NH:9][CH:8]1[C:5]1[CH:4]=[CH:3][C:2]([NH:1][C:39](=[O:40])[C:34]2[CH:35]=[CH:36][CH:37]=[CH:38][N:33]=2)=[CH:7][CH:6]=1, predict the reactants needed to synthesize it. The reactants are: [NH2:1][C:2]1[CH:7]=[CH:6][C:5]([CH:8]2[C:17]([CH3:19])([CH3:18])[CH2:16][C:15]3[C:10](=[CH:11][CH:12]=[C:13]([C:20]([O:22][CH3:23])=[O:21])[CH:14]=3)[NH:9]2)=[CH:4][CH:3]=1.C(N(CC)C(C)C)(C)C.[N:33]1[CH:38]=[CH:37][CH:36]=[CH:35][C:34]=1[C:39](Cl)=[O:40]. (5) Given the product [CH2:1]([O:3][C:4](=[O:32])[CH2:5][C:6]1[CH:7]=[N:8][CH:9]=[C:10]([C:12]2[CH:17]=[CH:16][C:15]([C:18]([F:19])([F:20])[F:21])=[CH:14][C:13]=2[CH2:22][N:23]([C:36]([CH:33]2[CH2:35][CH2:34]2)=[O:37])[CH2:24][CH2:25][C:26]2[CH:31]=[CH:30][N:29]=[CH:28][CH:27]=2)[CH:11]=1)[CH3:2], predict the reactants needed to synthesize it. The reactants are: [CH2:1]([O:3][C:4](=[O:32])[CH2:5][C:6]1[CH:7]=[N:8][CH:9]=[C:10]([C:12]2[CH:17]=[CH:16][C:15]([C:18]([F:21])([F:20])[F:19])=[CH:14][C:13]=2[CH2:22][NH:23][CH2:24][CH2:25][C:26]2[CH:31]=[CH:30][N:29]=[CH:28][CH:27]=2)[CH:11]=1)[CH3:2].[CH:33]1([C:36](Cl)=[O:37])[CH2:35][CH2:34]1. (6) The reactants are: Cl.[NH:2]([C:4]1[C:5]([NH:13][C:14]2[CH:19]=[CH:18][CH:17]=[CH:16][CH:15]=2)=[N:6][C:7]2[C:8](=[N:10][O:11][N:12]=2)[N:9]=1)[NH2:3].[C:20]1([C:26]2[O:30][C:29]([CH:31]=O)=[CH:28][CH:27]=2)[CH:25]=[CH:24][CH:23]=[CH:22][CH:21]=1. Given the product [C:14]1([NH:13][C:5]2[C:4]([NH:2][N:3]=[CH:31][C:29]3[O:30][C:26]([C:20]4[CH:21]=[CH:22][CH:23]=[CH:24][CH:25]=4)=[CH:27][CH:28]=3)=[N:9][C:8]3=[N:10][O:11][N:12]=[C:7]3[N:6]=2)[CH:19]=[CH:18][CH:17]=[CH:16][CH:15]=1, predict the reactants needed to synthesize it. (7) Given the product [Cl:30][C:19]1[CH:20]=[C:21]([C:22]2[C:23]([CH3:29])=[CH:24][CH:25]=[CH:26][C:27]=2[CH3:28])[C:15]2[O:14][CH:13]([CH2:12][N:31]3[CH2:35][CH2:34][CH2:33][CH2:32]3)[CH2:17][C:16]=2[CH:18]=1, predict the reactants needed to synthesize it. The reactants are: CC1C=CC(S(O[CH2:12][CH:13]2[CH2:17][C:16]3[CH:18]=[C:19]([Cl:30])[CH:20]=[C:21]([C:22]4[C:27]([CH3:28])=[CH:26][CH:25]=[CH:24][C:23]=4[CH3:29])[C:15]=3[O:14]2)(=O)=O)=CC=1.[NH:31]1[CH2:35][CH2:34][CH2:33][CH2:32]1. (8) Given the product [Cl:23][C:24]1[CH:25]=[CH:26][C:27]([CH:47]=[O:48])=[C:28]2[C:32]=1[N:31]=[C:30]1[N:33]([C:37]3[C:38]([CH3:46])=[N:39][C:40]([O:44][CH3:45])=[N:41][C:42]=3[CH3:43])[CH2:34][CH2:35][CH2:36][N:29]21, predict the reactants needed to synthesize it. The reactants are: CC(OI1(OC(C)=O)(OC(C)=O)OC(=O)C2C=CC=CC1=2)=O.[Cl:23][C:24]1[C:32]2[N:31]=[C:30]3[N:33]([C:37]4[C:38]([CH3:46])=[N:39][C:40]([O:44][CH3:45])=[N:41][C:42]=4[CH3:43])[CH2:34][CH2:35][CH2:36][N:29]3[C:28]=2[C:27]([CH2:47][OH:48])=[CH:26][CH:25]=1. (9) Given the product [N+:12]([C:10]1[CH:9]=[CH:8][C:6]2[NH:7][C:3](=[C:23]([C:19]3[N:18]=[C:17]([C:16]([F:27])([F:15])[F:26])[CH:22]=[CH:21][N:20]=3)[C:24]#[N:25])[S:4][C:5]=2[CH:11]=1)([O-:14])=[O:13], predict the reactants needed to synthesize it. The reactants are: CS[C:3]1[S:4][C:5]2[CH:11]=[C:10]([N+:12]([O-:14])=[O:13])[CH:9]=[CH:8][C:6]=2[N:7]=1.[F:15][C:16]([F:27])([F:26])[C:17]1[CH:22]=[CH:21][N:20]=[C:19]([CH2:23][C:24]#[N:25])[N:18]=1.C(=O)([O-])[O-].[K+].[K+].CC(=O)OCC.